From a dataset of Full USPTO retrosynthesis dataset with 1.9M reactions from patents (1976-2016). Predict the reactants needed to synthesize the given product. (1) The reactants are: [C-:1]#[N:2].[Na+].Cl[CH2:5][C:6]1[CH:11]=[CH:10][CH:9]=[C:8]([O:12][CH2:13][C:14]([F:17])([F:16])[F:15])[N:7]=1.C(=O)([O-])O.[Na+]. Given the product [F:15][C:14]([F:17])([F:16])[CH2:13][O:12][C:8]1[N:7]=[C:6]([CH2:5][C:1]#[N:2])[CH:11]=[CH:10][CH:9]=1, predict the reactants needed to synthesize it. (2) The reactants are: [CH2:1]([O:8][C:9](=[O:41])[N:10]([C@@H:16]([CH2:36][CH2:37][CH2:38][CH2:39][OH:40])[CH2:17][O:18][Si:19]([C:32]([CH3:35])([CH3:34])[CH3:33])([C:26]1[CH:31]=[CH:30][CH:29]=[CH:28][CH:27]=1)[C:20]1[CH:25]=[CH:24][CH:23]=[CH:22][CH:21]=1)[CH2:11][CH2:12][CH:13]([CH3:15])[CH3:14])[C:2]1[CH:7]=[CH:6][CH:5]=[CH:4][CH:3]=1.C[N+]1([O-])CCOCC1. Given the product [CH2:1]([O:8][C:9](=[O:41])[N:10]([C@@H:16]([CH2:36][CH2:37][CH2:38][CH:39]=[O:40])[CH2:17][O:18][Si:19]([C:32]([CH3:33])([CH3:34])[CH3:35])([C:20]1[CH:21]=[CH:22][CH:23]=[CH:24][CH:25]=1)[C:26]1[CH:31]=[CH:30][CH:29]=[CH:28][CH:27]=1)[CH2:11][CH2:12][CH:13]([CH3:14])[CH3:15])[C:2]1[CH:7]=[CH:6][CH:5]=[CH:4][CH:3]=1, predict the reactants needed to synthesize it. (3) Given the product [C:1]([NH:4][C:5]([CH:26]1[CH2:31][CH2:30][NH:29][CH2:28][CH2:27]1)([CH2:13][CH2:14][CH2:15][CH2:16][B:17]1[O:18][C:19]([CH3:24])([CH3:25])[C:20]([CH3:23])([CH3:22])[O:21]1)[C:6]([NH:8][C:9]([CH3:12])([CH3:10])[CH3:11])=[O:7])(=[O:3])[CH3:2], predict the reactants needed to synthesize it. The reactants are: [C:1]([NH:4][C:5]([CH:26]1[CH2:31][CH2:30][N:29](C(OCC2C=CC=CC=2)=O)[CH2:28][CH2:27]1)([CH2:13][CH2:14][CH2:15][CH2:16][B:17]1[O:21][C:20]([CH3:23])([CH3:22])[C:19]([CH3:25])([CH3:24])[O:18]1)[C:6]([NH:8][C:9]([CH3:12])([CH3:11])[CH3:10])=[O:7])(=[O:3])[CH3:2].C(OCC)(=O)C. (4) Given the product [C:1]([O:5][C:6](=[O:22])[N:7]([CH2:12][C:13]1[CH:18]=[CH:17][C:16]([Cl:19])=[C:15]([CH:20]=[O:21])[CH:14]=1)[CH2:8][CH:9]([F:11])[F:10])([CH3:4])([CH3:2])[CH3:3], predict the reactants needed to synthesize it. The reactants are: [C:1]([O:5][C:6](=[O:22])[N:7]([CH2:12][C:13]1[CH:18]=[CH:17][C:16]([Cl:19])=[C:15]([CH2:20][OH:21])[CH:14]=1)[CH2:8][CH:9]([F:11])[F:10])([CH3:4])([CH3:3])[CH3:2]. (5) Given the product [CH2:3]([O:8][C:7]([C:2]1([NH2:1])[CH2:6][CH2:5][O:4][CH2:3]1)=[O:9])[CH2:2][CH2:6][CH3:5], predict the reactants needed to synthesize it. The reactants are: [NH2:1][C:2]1([C:7]([OH:9])=[O:8])[CH2:6][CH2:5][O:4][CH2:3]1.O=S(Cl)Cl. (6) Given the product [OH:27][C:24]1[CH:23]=[CH:22][C:21]([CH2:20][C@H:19]([O:28][C:29]2[CH:30]=[CH:31][C:32]([CH:35]([CH3:36])[CH3:37])=[CH:33][CH:34]=2)[C:18]([OH:38])=[O:40])=[CH:26][CH:25]=1, predict the reactants needed to synthesize it. The reactants are: [OH-].[Li+].OO.C([C@H]1COC(=O)N1[C:18](=[O:38])[C@@H:19]([O:28][C:29]1[CH:34]=[CH:33][C:32]([CH:35]([CH3:37])[CH3:36])=[CH:31][CH:30]=1)[CH2:20][C:21]1[CH:26]=[CH:25][C:24]([OH:27])=[CH:23][CH:22]=1)C1C=CC=CC=1.S(S([O-])=O)([O-])=[O:40].[Na+].[Na+]. (7) Given the product [Br:7][C:8]1[CH:13]=[CH:12][C:11]([C:14]2[O:18][N:17]=[C:16]([CH3:19])[C:15]=2[CH:20]=[CH2:1])=[CH:10][CH:9]=1, predict the reactants needed to synthesize it. The reactants are: [CH3:1]C(C)([O-])C.[K+].[Br:7][C:8]1[CH:13]=[CH:12][C:11]([C:14]2[O:18][N:17]=[C:16]([CH3:19])[C:15]=2[CH:20]=O)=[CH:10][CH:9]=1. (8) Given the product [Cl:13][CH2:14][C:15]([N:9]([CH3:10])[C:5]1[CH:6]=[CH:7][CH:8]=[C:3]([C:2]([F:1])([F:11])[F:12])[CH:4]=1)=[O:16], predict the reactants needed to synthesize it. The reactants are: [F:1][C:2]([F:12])([F:11])[C:3]1[CH:4]=[C:5]([NH:9][CH3:10])[CH:6]=[CH:7][CH:8]=1.[Cl:13][CH2:14][C:15](Cl)=[O:16].C([N+](CCCC)(CCCC)CCCC)CCC.C([O-])([O-])=O.[K+].[K+]. (9) Given the product [Br:3][C:4]1[C:9]2[N:10]([C:16]3[CH:17]=[CH:18][CH:19]=[CH:20][CH:21]=3)[C:11]([C@@H:13]([NH:15][C:23]3[N:31]=[CH:30][N:29]=[C:28]4[C:24]=3[N:25]=[CH:26][N:27]4[CH:32]3[CH2:37][CH2:36][CH2:35][CH2:34][O:33]3)[CH3:14])=[N:12][C:8]=2[CH:7]=[CH:6][CH:5]=1, predict the reactants needed to synthesize it. The reactants are: Cl.Cl.[Br:3][C:4]1[C:9]2[N:10]([C:16]3[CH:21]=[CH:20][CH:19]=[CH:18][CH:17]=3)[C:11]([C@@H:13]([NH2:15])[CH3:14])=[N:12][C:8]=2[CH:7]=[CH:6][CH:5]=1.Cl[C:23]1[N:31]=[CH:30][N:29]=[C:28]2[C:24]=1[N:25]=[CH:26][N:27]2[CH:32]1[CH2:37][CH2:36][CH2:35][CH2:34][O:33]1.CCN(C(C)C)C(C)C. (10) Given the product [NH2:1][C@@H:2]([CH2:3][C:4]1[CH:5]=[CH:6][CH:7]=[CH:8][CH:9]=1)[C:10]([O:12][CH2:21][CH2:22][CH2:23][CH:24]1[O:28][CH2:27][CH2:26][O:25]1)=[O:11], predict the reactants needed to synthesize it. The reactants are: [NH:1](C(OC(C)(C)C)=O)[C@H:2]([C:10]([OH:12])=[O:11])[CH2:3][C:4]1[CH:9]=[CH:8][CH:7]=[CH:6][CH:5]=1.Cl[CH2:21][CH2:22][CH2:23][CH:24]1[O:28][CH2:27][CH2:26][O:25]1.Cl.